This data is from Catalyst prediction with 721,799 reactions and 888 catalyst types from USPTO. The task is: Predict which catalyst facilitates the given reaction. (1) Reactant: [CH:1](=O)[C:2]1[CH:7]=[CH:6][CH:5]=[CH:4][CH:3]=1.C(=O)(O)O.[NH2:13][C:14]([NH2:16])=[NH:15].[C:17]([CH2:19][C:20](OCC)=[O:21])#[N:18].C([O-])(=O)C.[Na+]. Product: [NH2:15][C:14]1[NH:16][C:20](=[O:21])[C:19]([C:17]#[N:18])=[C:1]([C:2]2[CH:7]=[CH:6][CH:5]=[CH:4][CH:3]=2)[N:13]=1. The catalyst class is: 17. (2) Reactant: [C:1]1([NH:7][C:8]([C:10]2[O:11][CH2:12][CH2:13][C:14]=2[C:15](=[N:21][NH:22][C:23]2[CH:28]=[CH:27][CH:26]=[CH:25][CH:24]=2)[C:16]([O:18][CH2:19][CH3:20])=[O:17])=[O:9])[CH:6]=[CH:5][CH:4]=[CH:3][CH:2]=1.Cl. Product: [OH:11][CH2:12][CH2:13][C:14]1[C:15]([C:16]([O:18][CH2:19][CH3:20])=[O:17])=[N:21][N:22]([C:23]2[CH:28]=[CH:27][CH:26]=[CH:25][CH:24]=2)[C:10]=1[C:8](=[O:9])[NH:7][C:1]1[CH:6]=[CH:5][CH:4]=[CH:3][CH:2]=1. The catalyst class is: 871. (3) Reactant: Cl.[C:2]([NH:5][C:6]1[CH:20]=[CH:19][C:9]([O:10][CH2:11][CH2:12][CH2:13][C:14]([O:16][CH2:17][CH3:18])=[O:15])=[CH:8][C:7]=1[NH2:21])(=[O:4])[CH3:3].C([O-])([O-])=O.[K+].[K+].CN(C=O)C.[Cl:33][C:34]1[CH:39]=[C:38]([Cl:40])[CH:37]=[CH:36][C:35]=1[CH2:41]Cl. Product: [C:2]([NH:5][C:6]1[CH:20]=[CH:19][C:9]([O:10][CH2:11][CH2:12][CH2:13][C:14]([O:16][CH2:17][CH3:18])=[O:15])=[CH:8][C:7]=1[NH:21][CH2:41][C:35]1[CH:36]=[CH:37][C:38]([Cl:40])=[CH:39][C:34]=1[Cl:33])(=[O:4])[CH3:3]. The catalyst class is: 25. (4) Reactant: [H-].[Na+].[F:3][C:4]1[C:11]([F:12])=[CH:10][C:9]([F:13])=[CH:8][C:5]=1[CH2:6][OH:7].[F:14][C:15]1[CH:22]=[CH:21][CH:20]=[C:19](F)[C:16]=1[C:17]#[N:18].CC(=O)OCC. Product: [F:14][C:15]1[CH:22]=[CH:21][CH:20]=[C:19]([O:7][CH2:6][C:5]2[CH:8]=[C:9]([F:13])[CH:10]=[C:11]([F:12])[C:4]=2[F:3])[C:16]=1[C:17]#[N:18]. The catalyst class is: 3. (5) Reactant: C(O[N:9]1[CH:14]=[CH:13][CH:12]=[CH:11][C:10]1=[O:15])C1C=CC=CC=1.Br[C:17]1[CH:22]=[C:21]2[N:23]([CH3:34])[C:24]3[CH:33]4[N:28]([CH2:29][CH2:30][CH2:31][CH2:32]4)[CH2:27][CH2:26][C:25]=3[C:20]2=[CH:19][CH:18]=1.BrC1C=C2C([C:40]3[CH2:52][CH2:51][N:50]4[CH:46](CCC4)[C:41]=3N2C)=CC=1.[ClH:53]. Product: [ClH:53].[Cl:53][C:41]1[CH:40]=[CH:52][C:51]([C:12]2[CH:13]=[CH:14][N:9]([C:17]3[CH:22]=[C:21]4[N:23]([CH3:34])[C:24]5[CH:33]6[N:28]([CH2:29][CH2:30][CH2:31][CH2:32]6)[CH2:27][CH2:26][C:25]=5[C:20]4=[CH:19][CH:18]=3)[C:10](=[O:15])[CH:11]=2)=[N:50][CH:46]=1. The catalyst class is: 275. (6) Reactant: C(OC([NH:11][C:12]([CH3:27])([CH3:26])[CH2:13][N:14]([C:19]([O:21][C:22]([CH3:25])([CH3:24])[CH3:23])=[O:20])[CH2:15][CH2:16][CH2:17][OH:18])=O)C1C=CC=CC=1.[H][H]. Product: [NH2:11][C:12]([CH3:27])([CH3:26])[CH2:13][N:14]([C:19]([O:21][C:22]([CH3:25])([CH3:24])[CH3:23])=[O:20])[CH2:15][CH2:16][CH2:17][OH:18]. The catalyst class is: 349. (7) Reactant: [H-].[Al+3].[Li+].[H-].[H-].[H-].[F:7][C:8]1[CH:13]=[CH:12][C:11]([O:14][CH3:15])=[CH:10][C:9]=1[C:16]1[C:25]([O:26][CH:27]2[CH2:32][CH2:31][CH2:30][CH2:29][O:28]2)=[CH:24][C:19]([C:20](OC)=[O:21])=[CH:18][N:17]=1.O.O.O.O.O.O.O.O.O.O.S([O-])([O-])(=O)=O.[Na+].[Na+]. Product: [F:7][C:8]1[CH:13]=[CH:12][C:11]([O:14][CH3:15])=[CH:10][C:9]=1[C:16]1[N:17]=[CH:18][C:19]([CH2:20][OH:21])=[CH:24][C:25]=1[O:26][CH:27]1[CH2:32][CH2:31][CH2:30][CH2:29][O:28]1. The catalyst class is: 1. (8) Reactant: [NH2:1][C:2]1[CH:3]=[C:4]([CH:20]=[CH:21][C:22]=1[C:23]([F:26])([F:25])[F:24])[C:5]([NH:7][C:8]1[CH:13]=[CH:12][C:11]([C:14]2[CH:19]=[CH:18][CH:17]=[CH:16][CH:15]=2)=[CH:10][CH:9]=1)=[O:6].C(N(CC)C(C)C)(C)C.[N:36]1([CH2:41][C:42](O)=[O:43])[CH:40]=[CH:39][CH:38]=[N:37]1.C(P1(=O)OP(=O)(CCC)OP(=O)(CCC)O1)CC. Product: [C:11]1([C:14]2[CH:19]=[CH:18][CH:17]=[CH:16][CH:15]=2)[CH:10]=[CH:9][C:8]([NH:7][C:5](=[O:6])[C:4]2[CH:20]=[CH:21][C:22]([C:23]([F:24])([F:25])[F:26])=[C:2]([NH:1][C:42](=[O:43])[CH2:41][N:36]3[CH:40]=[CH:39][CH:38]=[N:37]3)[CH:3]=2)=[CH:13][CH:12]=1. The catalyst class is: 3. (9) Reactant: [C:1]1([C:7]2[N:11]3[CH:12]=[CH:13][C:14]([C:16]#[C:17][Si](C)(C)C)=[CH:15][C:10]3=[N:9][C:8]=2[C:22]2[CH:27]=[CH:26][C:25]([C:28]3([NH2:32])[CH2:31][CH2:30][CH2:29]3)=[CH:24][CH:23]=2)[CH:6]=[CH:5][CH:4]=[CH:3][CH:2]=1.[F-].C([N+](CCCC)(CCCC)CCCC)CCC.C(N(CC)CC)C. Product: [C:16]([C:14]1[CH:13]=[CH:12][N:11]2[C:7]([C:1]3[CH:2]=[CH:3][CH:4]=[CH:5][CH:6]=3)=[C:8]([C:22]3[CH:27]=[CH:26][C:25]([C:28]4([NH2:32])[CH2:29][CH2:30][CH2:31]4)=[CH:24][CH:23]=3)[N:9]=[C:10]2[CH:15]=1)#[CH:17]. The catalyst class is: 1. (10) Reactant: FC(F)(F)C(O)=O.C[CH:9](C)[CH2:10][CH2:11][CH2:12][C:13]1[CH:14]=[C:15](C2C=C(C3NC4CCNC(=O)C=4C=3)C=CN=2)[CH:16]=[CH:17][CH:18]=1.B1C2CCCC1CCC2.CC(C)CC=C.[Br:51]C1C=CC=C(I)C=1.P([O-])([O-])([O-])=O.[K+].[K+].[K+]. Product: [CH2:12]([C:13]1[CH:14]=[C:15]([Br:51])[CH:16]=[CH:17][CH:18]=1)[CH2:11][CH2:10][CH3:9]. The catalyst class is: 140.